This data is from Reaction yield outcomes from USPTO patents with 853,638 reactions. The task is: Predict the reaction yield, written as a fraction of the theoretical maximum amount of product (1.0 means a 100% yield; for example, 0.34 means a 34% yield). (1) The reactants are [NH:1]1[CH2:5][CH2:4][CH:3]([OH:6])[CH2:2]1.Cl[C:8]1[C:9]2[CH:16]=[CH:15][S:14][C:10]=2[N:11]=[CH:12][N:13]=1.CCN(C(C)C)C(C)C.[N+](C1C=CC([O:35][C:36](=O)[NH:37][C:38]2[CH:43]=[CH:42][C:41]([CH:44]([CH3:46])[CH3:45])=[CH:40][CH:39]=2)=CC=1)([O-])=O.[H-].[Na+].C([O-])([O-])=O.[K+].[K+]. No catalyst specified. The product is [N:11]1[C:10]2[S:14][CH:15]=[CH:16][C:9]=2[C:8]([N:1]2[CH2:5][CH2:4][CH:3]([O:6][C:36](=[O:35])[NH:37][C:38]3[CH:43]=[CH:42][C:41]([CH:44]([CH3:45])[CH3:46])=[CH:40][CH:39]=3)[CH2:2]2)=[N:13][CH:12]=1. The yield is 0.720. (2) The reactants are Cl[C:2]1[N:10]=[C:9]([Cl:11])[CH:8]=[CH:7][C:3]=1[C:4]([NH2:6])=[O:5].[OH:12][C:13]1[CH:27]=[CH:26][C:16]([O:17][C:18]2[CH:19]=[C:20]([CH:23]=[CH:24][CH:25]=2)[C:21]#[N:22])=[CH:15][CH:14]=1.C(=O)([O-])[O-].[Cs+].[Cs+]. The catalyst is CN(C=O)C. The product is [Cl:11][C:9]1[CH:8]=[CH:7][C:3]([C:4]([NH2:6])=[O:5])=[C:2]([O:12][C:13]2[CH:27]=[CH:26][C:16]([O:17][C:18]3[CH:25]=[CH:24][CH:23]=[C:20]([C:21]#[N:22])[CH:19]=3)=[CH:15][CH:14]=2)[N:10]=1. The yield is 0.836. (3) The reactants are Cl[C:2]([O:4][CH3:5])=[O:3].[C:6]1([S:12]([N:15]2[CH:26]=[CH:25][C:24]3[C:16]2=[N:17][CH:18]=[C:19]2[C:23]=3[N:22]([C@H:27]3[CH2:31][CH2:30][C@H:29]([NH2:32])[CH2:28]3)[N:21]=[N:20]2)(=[O:14])=[O:13])[CH:11]=[CH:10][CH:9]=[CH:8][CH:7]=1.C(N(C(C)C)CC)(C)C. The catalyst is C(Cl)Cl. The product is [CH3:5][O:4][C:2](=[O:3])[NH:32][C@H:29]1[CH2:30][CH2:31][C@H:27]([N:22]2[C:23]3[C:19](=[CH:18][N:17]=[C:16]4[C:24]=3[CH:25]=[CH:26][N:15]4[S:12]([C:6]3[CH:11]=[CH:10][CH:9]=[CH:8][CH:7]=3)(=[O:14])=[O:13])[N:20]=[N:21]2)[CH2:28]1. The yield is 0.980.